The task is: Predict the reaction yield, written as a fraction of the theoretical maximum amount of product (1.0 means a 100% yield; for example, 0.34 means a 34% yield).. This data is from Reaction yield outcomes from USPTO patents with 853,638 reactions. (1) The reactants are [OH:1][CH2:2][CH:3]([NH:5][S:6]([C:9]1[CH:14]=[CH:13][C:12](B2OC(C)(C)C(C)(C)O2)=[CH:11][CH:10]=1)(=[O:8])=[O:7])[CH3:4].Br[C:25]1[C:26]2[C:27]3[CH:40]=[CH:39][S:38][C:28]=3[C:29](=[O:37])[NH:30][C:31]=2[CH:32]=[CH:33][C:34]=1[O:35][CH3:36]. No catalyst specified. The product is [OH:1][CH2:2][CH:3]([NH:5][S:6]([C:9]1[CH:10]=[CH:11][C:12]([C:25]2[C:26]3[C:27]4[CH:40]=[CH:39][S:38][C:28]=4[C:29](=[O:37])[NH:30][C:31]=3[CH:32]=[CH:33][C:34]=2[O:35][CH3:36])=[CH:13][CH:14]=1)(=[O:7])=[O:8])[CH3:4]. The yield is 0.160. (2) The reactants are [CH3:1][C:2](=[O:7])[CH2:3][CH2:4][CH2:5][CH3:6].CO[CH:10](OC)[N:11]([CH3:13])[CH3:12]. No catalyst specified. The product is [CH3:10][N:11]([CH:13]=[CH:1][C:2](=[O:7])[CH2:3][CH2:4][CH2:5][CH3:6])[CH3:12]. The yield is 0.580. (3) The reactants are [NH2:1][C:2]1[C:7]2[N:8]([CH2:20][CH2:21][CH2:22][OH:23])[C:9]([NH:11][C:12]3[CH:17]=[CH:16][C:15]([Cl:18])=[CH:14][C:13]=3[Cl:19])=[N:10][C:6]=2[CH:5]=[C:4]([F:24])[CH:3]=1.[C:25](O)(=O)[CH3:26].[CH:29](=O)[CH3:30].C(O[BH3-])(=O)C.[Na+]. The catalyst is CO. The product is [Cl:19][C:13]1[CH:14]=[C:15]([Cl:18])[CH:16]=[CH:17][C:12]=1[NH:11][C:9]1[N:8]([CH2:20][CH2:21][CH2:22][OH:23])[C:7]2[C:2]([N:1]([CH2:25][CH3:26])[CH2:29][CH3:30])=[CH:3][C:4]([F:24])=[CH:5][C:6]=2[N:10]=1. The yield is 0.980. (4) The reactants are [OH:1][C:2]1[CH:15]=[C:14]([CH2:16][CH2:17][CH3:18])[CH:13]=[CH:12][C:3]=1[O:4][C:5]1[CH:6]=[CH:7][C:8](O)=[N:9][CH:10]=1.[Li+].[OH-].[CH2:21](Br)[CH3:22].[C:24]([O-:27])(O)=O.[Na+].[CH3:29]N(C=O)C. No catalyst specified. The product is [CH2:21]([O:1][C:2]1[CH:15]=[C:14]([CH2:16][CH2:17][CH3:18])[CH:13]=[CH:12][C:3]=1[O:4][C:5]1[CH:6]=[CH:29][C:24](=[O:27])[N:9]([CH2:8][CH3:7])[CH:10]=1)[CH3:22]. The yield is 0.580.